From a dataset of Reaction yield outcomes from USPTO patents with 853,638 reactions. Predict the reaction yield, written as a fraction of the theoretical maximum amount of product (1.0 means a 100% yield; for example, 0.34 means a 34% yield). (1) The reactants are [NH2:1][C:2]1[C:3]2[N:4]([C:8]([C@@H:26]3[CH2:31][CH2:30][CH2:29][CH2:28][NH:27]3)=[N:9][C:10]=2[C:11]2[CH:25]=[CH:24][C:14]([C:15]([NH:17][C:18]3[CH:23]=[CH:22][CH:21]=[CH:20][N:19]=3)=[O:16])=[CH:13][CH:12]=2)[CH:5]=[CH:6][N:7]=1.[CH3:32][O:33][CH2:34]/[CH:35]=[CH:36]/[C:37](O)=[O:38]. No catalyst specified. The product is [NH2:1][C:2]1[C:3]2[N:4]([C:8]([C@@H:26]3[CH2:31][CH2:30][CH2:29][CH2:28][N:27]3[C:37](=[O:38])/[CH:36]=[CH:35]/[CH2:34][O:33][CH3:32])=[N:9][C:10]=2[C:11]2[CH:25]=[CH:24][C:14]([C:15]([NH:17][C:18]3[CH:23]=[CH:22][CH:21]=[CH:20][N:19]=3)=[O:16])=[CH:13][CH:12]=2)[CH:5]=[CH:6][N:7]=1. The yield is 0.543. (2) The reactants are [Cl:1][C:2]1[CH:3]=[C:4]2[C:8](=[CH:9][CH:10]=1)[N:7]([CH2:11][CH:12]([CH3:14])[CH3:13])[CH:6]=[C:5]2[C:15]1[S:16][CH:17]=[C:18]([C:20]([O:22]CC)=[O:21])[N:19]=1.[OH-].[Na+].Cl. The catalyst is CCO. The product is [Cl:1][C:2]1[CH:3]=[C:4]2[C:8](=[CH:9][CH:10]=1)[N:7]([CH2:11][CH:12]([CH3:14])[CH3:13])[CH:6]=[C:5]2[C:15]1[S:16][CH:17]=[C:18]([C:20]([OH:22])=[O:21])[N:19]=1. The yield is 0.680. (3) The reactants are [Cl:1][C:2]1[CH:11]=[CH:10][C:9]([CH2:12][N:13]([CH2:16][CH3:17])[CH2:14][CH3:15])=[CH:8][C:3]=1[C:4](OC)=[O:5].[H-].C([Al+]CC(C)C)C(C)C.[C@H](O)(C([O-])=O)[C@@H](O)C([O-])=O.[Na+].[K+].ClCCl. The catalyst is C1COCC1. The product is [Cl:1][C:2]1[CH:11]=[CH:10][C:9]([CH2:12][N:13]([CH2:14][CH3:15])[CH2:16][CH3:17])=[CH:8][C:3]=1[CH2:4][OH:5]. The yield is 0.850. (4) The reactants are [CH:1]1([C:4]2[C:5]([N:24]([C:29]3[CH:34]=[CH:33][C:32]([B:35]4[O:39]C(C)(C)C(C)(C)[O:36]4)=[CH:31][CH:30]=3)[S:25]([CH3:28])(=[O:27])=[O:26])=[CH:6][C:7]3[O:11][C:10]([C:12]4[CH:17]=[CH:16][C:15]([F:18])=[CH:14][CH:13]=4)=[C:9]([C:19]([NH:21][CH3:22])=[O:20])[C:8]=3[CH:23]=2)[CH2:3][CH2:2]1.C1(B(O)O)C=CC=CC=1.Cl. The catalyst is O1CCCC1. The product is [CH:1]1([C:4]2[C:5]([N:24]([C:29]3[CH:30]=[CH:31][C:32]([B:35]([OH:36])[OH:39])=[CH:33][CH:34]=3)[S:25]([CH3:28])(=[O:27])=[O:26])=[CH:6][C:7]3[O:11][C:10]([C:12]4[CH:13]=[CH:14][C:15]([F:18])=[CH:16][CH:17]=4)=[C:9]([C:19](=[O:20])[NH:21][CH3:22])[C:8]=3[CH:23]=2)[CH2:3][CH2:2]1. The yield is 0.340. (5) The reactants are [OH:1][C:2]1([CH3:26])[CH2:7][CH2:6][N:5]([C@H:8]([C:20]2[CH:25]=[CH:24][CH:23]=[CH:22][CH:21]=2)[C:9]([O:11][C@H](C2C=CC=CC=2)C)=[O:10])[CH2:4][CH2:3]1.FC(F)(F)C(O)=O. The product is [OH:1][C:2]1([CH3:26])[CH2:3][CH2:4][N:5]([C@H:8]([C:20]2[CH:25]=[CH:24][CH:23]=[CH:22][CH:21]=2)[C:9]([OH:11])=[O:10])[CH2:6][CH2:7]1. The catalyst is ClCCl. The yield is 0.980. (6) The reactants are [N+:1]([C:4]1[CH:12]=[C:11]2[C:7]([CH:8]=[N:9][NH:10]2)=[CH:6][CH:5]=1)([O-:3])=[O:2].C(=O)([O-])[O-].[K+].[K+].Cl.[CH3:20][N:21]([CH3:25])[CH2:22][CH2:23]Cl. The catalyst is CN(C=O)C. The product is [CH3:20][N:21]([CH3:25])[CH2:22][CH2:23][N:10]1[C:11]2[C:7](=[CH:6][CH:5]=[C:4]([N+:1]([O-:3])=[O:2])[CH:12]=2)[CH:8]=[N:9]1. The yield is 0.640. (7) The reactants are [NH:1]1[C:5]2[CH:6]=[CH:7][C:8]([C:10]([OH:12])=O)=[CH:9][C:4]=2[N:3]=[N:2]1.[NH:13]1[CH2:18][CH2:17][CH2:16][C@@H:15]2[C:19]3[CH:20]=[CH:21][CH:22]=[CH:23][C:24]=3[CH2:25][C@H:14]12.F[P-](F)(F)(F)(F)F.N1(OC(N(C)C)=[N+](C)C)C2N=CC=CC=2N=N1. No catalyst specified. The product is [NH:1]1[C:5]2[CH:6]=[CH:7][C:8]([C:10]([N:13]3[CH2:18][CH2:17][CH2:16][C@@H:15]4[C:19]5[CH:20]=[CH:21][CH:22]=[CH:23][C:24]=5[CH2:25][C@H:14]34)=[O:12])=[CH:9][C:4]=2[N:3]=[N:2]1. The yield is 0.190. (8) The reactants are [F:1][C:2]1[N:7]2[CH:8]=[C:9]([CH:11]=[O:12])[N:10]=[C:6]2[CH:5]=[CH:4][CH:3]=1.[BH4-].[Na+]. The catalyst is CO. The product is [F:1][C:2]1[N:7]2[CH:8]=[C:9]([CH2:11][OH:12])[N:10]=[C:6]2[CH:5]=[CH:4][CH:3]=1. The yield is 0.930.